Dataset: Reaction yield outcomes from USPTO patents with 853,638 reactions. Task: Predict the reaction yield, written as a fraction of the theoretical maximum amount of product (1.0 means a 100% yield; for example, 0.34 means a 34% yield). The reactants are [C:1]([O:5][C:6]([NH:8][C@H:9]1[C@@H:13]2[C@@H:14]3[C@@:27]([CH3:30])([CH2:28][CH2:29][C@@:12]2([C:46](=[O:53])[NH:47][CH2:48][CH2:49][N:50]([CH3:52])[CH3:51])[CH2:11][CH2:10]1)[C@@:26]1([CH3:31])[C@@H:17]([C@:18]2([CH3:45])[C@@H:23]([CH2:24][CH2:25]1)[C:22]([CH3:33])([CH3:32])[C:21]([C:34]1[CH2:39][CH2:38][CH:37]([C:40]([O:42]CC)=[O:41])[CH2:36][CH:35]=1)=[CH:20][CH2:19]2)[CH2:16][CH2:15]3)=[O:7])([CH3:4])([CH3:3])[CH3:2].[OH-].[Na+]. The catalyst is O1CCOCC1. The product is [C:1]([O:5][C:6]([NH:8][C@H:9]1[C@@H:13]2[C@@H:14]3[C@@:27]([CH3:30])([CH2:28][CH2:29][C@@:12]2([C:46](=[O:53])[NH:47][CH2:48][CH2:49][N:50]([CH3:52])[CH3:51])[CH2:11][CH2:10]1)[C@@:26]1([CH3:31])[C@@H:17]([C@:18]2([CH3:45])[C@@H:23]([CH2:24][CH2:25]1)[C:22]([CH3:33])([CH3:32])[C:21]([C:34]1[CH2:39][CH2:38][CH:37]([C:40]([OH:42])=[O:41])[CH2:36][CH:35]=1)=[CH:20][CH2:19]2)[CH2:16][CH2:15]3)=[O:7])([CH3:2])([CH3:3])[CH3:4]. The yield is 0.180.